This data is from Catalyst prediction with 721,799 reactions and 888 catalyst types from USPTO. The task is: Predict which catalyst facilitates the given reaction. (1) Reactant: [CH3:1][O:2][C:3](=[O:12])[CH2:4][C:5]1[CH:10]=[CH:9][C:8]([Br:11])=[CH:7][CH:6]=1.[Li+].[CH3:14]C([N-]C(C)C)C.CI. Product: [CH3:1][O:2][C:3](=[O:12])[CH:4]([C:5]1[CH:10]=[CH:9][C:8]([Br:11])=[CH:7][CH:6]=1)[CH3:14]. The catalyst class is: 1. (2) Reactant: [F:1][C:2]1[CH:7]=[CH:6][C:5]([CH:8]([C:38]2[CH:43]=[CH:42][C:41]([F:44])=[CH:40][CH:39]=2)[O:9][C:10]2[CH:19]=[CH:18][C:17]([NH:20][C:21]([NH:23][C:24]3[CH:29]=[CH:28][C:27]([O:30]C(OCC)=O)=[C:26]([O:36][CH3:37])[CH:25]=3)=[O:22])=[CH:16][C:11]=2[C:12]([O:14][CH3:15])=[O:13])=[CH:4][CH:3]=1.C(=O)([O-])[O-].[K+].[K+].O. Product: [F:1][C:2]1[CH:3]=[CH:4][C:5]([CH:8]([C:38]2[CH:39]=[CH:40][C:41]([F:44])=[CH:42][CH:43]=2)[O:9][C:10]2[CH:19]=[CH:18][C:17]([NH:20][C:21]([NH:23][C:24]3[CH:29]=[CH:28][C:27]([OH:30])=[C:26]([O:36][CH3:37])[CH:25]=3)=[O:22])=[CH:16][C:11]=2[C:12]([O:14][CH3:15])=[O:13])=[CH:6][CH:7]=1. The catalyst class is: 5. (3) Reactant: N1C=CC=CC=1.[F:7][C:8]1([F:23])[CH2:10][CH:9]1[CH:11]([C:13]1[CH:18]=[CH:17][C:16]([C:19]([F:22])([F:21])[F:20])=[CH:15][CH:14]=1)[OH:12].[C:24](OC(=O)C)(=[O:26])[CH3:25].C(=O)(O)[O-].[Na+]. Product: [C:24]([O:12][CH:11]([CH:9]1[CH2:10][C:8]1([F:23])[F:7])[C:13]1[CH:18]=[CH:17][C:16]([C:19]([F:20])([F:21])[F:22])=[CH:15][CH:14]=1)(=[O:26])[CH3:25]. The catalyst class is: 13.